Dataset: Forward reaction prediction with 1.9M reactions from USPTO patents (1976-2016). Task: Predict the product of the given reaction. (1) Given the reactants Br[C:2]1[CH:3]=[C:4]([O:10][CH2:11][C:12]2[CH:17]=[CH:16][CH:15]=[CH:14][CH:13]=2)[C:5]([F:9])=[C:6]([F:8])[CH:7]=1.C(OCC)(=O)[CH2:19][C:20]([O:22][CH2:23][CH3:24])=[O:21].C([O-])([O-])=O.[Cs+].[Cs+].O1CCOCC1, predict the reaction product. The product is: [F:8][C:6]1[CH:7]=[C:2]([CH2:19][C:20]([O:22][CH2:23][CH3:24])=[O:21])[CH:3]=[C:4]([O:10][CH2:11][C:12]2[CH:17]=[CH:16][CH:15]=[CH:14][CH:13]=2)[C:5]=1[F:9]. (2) Given the reactants [F:1][P-:2]([F:7])([F:6])([F:5])([F:4])[F:3].CO[C:10]1[CH:15]=[CH:14][C:13]([I+:16][C:17]2[CH:22]=[CH:21][C:20]([O:23][CH3:24])=[CH:19][CH:18]=2)=[CH:12][CH:11]=1.C1(OC)C=CC=CC=1, predict the reaction product. The product is: [F:1][P-:2]([F:7])([F:6])([F:5])([F:4])[F:3].[C:13]1([I+:16][C:17]2[CH:22]=[CH:21][C:20]([O:23][CH3:24])=[CH:19][CH:18]=2)[CH:12]=[CH:11][CH:10]=[CH:15][CH:14]=1. (3) Given the reactants C1(P(C2C=CC=CC=2)C2C=CC=CC=2)C=CC=CC=1.[N:20]([C:23]1([CH3:40])[CH2:26][N:25]([CH:27]([C:34]2[CH:39]=[CH:38][CH:37]=[CH:36][CH:35]=2)[C:28]2[CH:33]=[CH:32][CH:31]=[CH:30][CH:29]=2)[CH2:24]1)=[N+]=[N-], predict the reaction product. The product is: [CH:27]([N:25]1[CH2:26][C:23]([NH2:20])([CH3:40])[CH2:24]1)([C:34]1[CH:39]=[CH:38][CH:37]=[CH:36][CH:35]=1)[C:28]1[CH:29]=[CH:30][CH:31]=[CH:32][CH:33]=1.